From a dataset of Full USPTO retrosynthesis dataset with 1.9M reactions from patents (1976-2016). Predict the reactants needed to synthesize the given product. (1) Given the product [F:11][C:8]1[CH:9]=[CH:10][C:5]2[N:6]([C:2]([N:18]3[CH2:19][CH2:20][N:15]([CH2:14][CH2:13][OH:12])[CH2:16][CH2:17]3)=[N:3][N:4]=2)[CH:7]=1, predict the reactants needed to synthesize it. The reactants are: Cl[C:2]1[N:6]2[CH:7]=[C:8]([F:11])[CH:9]=[CH:10][C:5]2=[N:4][N:3]=1.[OH:12][CH2:13][CH2:14][N:15]1[CH2:20][CH2:19][NH:18][CH2:17][CH2:16]1. (2) Given the product [Cl:20][C:21]1[CH:22]=[C:23]([CH:26]=[CH:27][CH:28]=1)[CH2:24][NH:1][C:2]1[CH:10]=[CH:9][CH:8]=[C:7]2[C:3]=1[CH2:4][N:5]([CH:12]1[CH2:17][CH2:16][C:15](=[O:18])[NH:14][C:13]1=[O:19])[C:6]2=[O:11], predict the reactants needed to synthesize it. The reactants are: [NH2:1][C:2]1[CH:10]=[CH:9][CH:8]=[C:7]2[C:3]=1[CH2:4][N:5]([CH:12]1[CH2:17][CH2:16][C:15](=[O:18])[NH:14][C:13]1=[O:19])[C:6]2=[O:11].[Cl:20][C:21]1[CH:22]=[C:23]([CH:26]=[CH:27][CH:28]=1)[CH:24]=O.C(O[BH-](OC(=O)C)OC(=O)C)(=O)C.[Na+].C(Cl)Cl.CO. (3) Given the product [OH:1][C:2]1[CH:3]=[C:4]([C:8]2[CH:9]=[C:10]([C:18]([NH:20][C:21]3[CH:22]=[C:23](/[CH:27]=[CH:28]/[C:29]([OH:31])=[O:30])[CH:24]=[CH:25][CH:26]=3)=[O:19])[C:11]3[C:16]([CH:17]=2)=[CH:15][CH:14]=[CH:13][CH:12]=3)[CH:5]=[CH:6][CH:7]=1, predict the reactants needed to synthesize it. The reactants are: [OH:1][C:2]1[CH:3]=[C:4]([C:8]2[CH:9]=[C:10]([C:18]([NH:20][C:21]3[CH:22]=[C:23](/[CH:27]=[CH:28]/[C:29]([O:31]CC)=[O:30])[CH:24]=[CH:25][CH:26]=3)=[O:19])[C:11]3[C:16]([CH:17]=2)=[CH:15][CH:14]=[CH:13][CH:12]=3)[CH:5]=[CH:6][CH:7]=1.O[Li].O. (4) Given the product [CH3:34][C@@H:35]1[N:40]([CH3:41])[CH2:39][CH2:38][N:37]([CH2:42][CH2:43][O:44][C:2]2[CH:7]=[CH:6][N:5]3[C:8]([C:11]([NH:13][C:14]4[CH:22]=[CH:21][CH:20]=[C:19]5[C:15]=4[C:16]([CH3:33])=[N:17][N:18]5[CH2:23][C:24]4[CH:29]=[CH:28][CH:27]=[C:26]([CH:30]([CH3:32])[CH3:31])[N:25]=4)=[O:12])=[CH:9][N:10]=[C:4]3[CH:3]=2)[CH2:36]1, predict the reactants needed to synthesize it. The reactants are: Cl[C:2]1[CH:7]=[CH:6][N:5]2[C:8]([C:11]([NH:13][C:14]3[CH:22]=[CH:21][CH:20]=[C:19]4[C:15]=3[C:16]([CH3:33])=[N:17][N:18]4[CH2:23][C:24]3[CH:29]=[CH:28][CH:27]=[C:26]([CH:30]([CH3:32])[CH3:31])[N:25]=3)=[O:12])=[CH:9][N:10]=[C:4]2[CH:3]=1.[CH3:34][C@@H:35]1[N:40]([CH3:41])[CH2:39][CH2:38][N:37]([CH2:42][CH2:43][OH:44])[CH2:36]1.[OH-].[K+].CS(C)=O. (5) Given the product [ClH:39].[ClH:1].[NH2:26][CH2:27][CH2:28][CH:29]([C:33]1[CH:34]=[CH:35][C:36]([Cl:39])=[CH:37][CH:38]=1)[C:30]([N:15]1[CH2:16][CH2:17][N:12]([C:11]2[C:6]([CH:3]3[CH2:5][CH2:4]3)=[C:7]([NH2:18])[N:8]=[CH:9][N:10]=2)[CH2:13][CH2:14]1)=[O:31], predict the reactants needed to synthesize it. The reactants are: [ClH:1].Cl.[CH:3]1([C:6]2[C:7]([NH2:18])=[N:8][CH:9]=[N:10][C:11]=2[N:12]2[CH2:17][CH2:16][NH:15][CH2:14][CH2:13]2)[CH2:5][CH2:4]1.C(OC([NH:26][CH2:27][CH2:28][CH:29]([C:33]1[CH:38]=[CH:37][C:36]([Cl:39])=[CH:35][CH:34]=1)[C:30](O)=[O:31])=O)(C)(C)C. (6) The reactants are: [N:1]1([CH2:7][CH2:8][CH2:9][O:10][C:11]2[CH:12]=[C:13]([CH:17]3[CH2:21][CH2:20][CH2:19][N:18]3[CH2:22][C:23]([C:25]3[S:26][CH:27]=[CH:28][CH:29]=3)=O)[CH:14]=[CH:15][CH:16]=2)[CH2:6][CH2:5][CH2:4][CH2:3][CH2:2]1.N. Given the product [N:1]1([CH2:7][CH2:8][CH2:9][O:10][C:11]2[CH:12]=[C:13]3[C:14]([C@H:23]([C:25]4[S:26][CH:27]=[CH:28][CH:29]=4)[CH2:22][N:18]4[CH2:19][CH2:20][CH2:21][C@H:17]43)=[CH:15][CH:16]=2)[CH2:6][CH2:5][CH2:4][CH2:3][CH2:2]1, predict the reactants needed to synthesize it. (7) Given the product [Si:23]([O:22][CH2:21][C:3]1[C:2]([B:33]2[O:34][C:35]([CH3:37])([CH3:36])[C:31]([CH3:47])([CH3:30])[O:32]2)=[CH:7][CH:6]=[CH:5][C:4]=1[N:8]1[CH:12]=[CH:11][N:10]([C:13]2[CH:18]=[CH:17][C:16]([CH3:19])=[CH:15][CH:14]=2)[C:9]1=[O:20])([C:26]([CH3:29])([CH3:28])[CH3:27])([CH3:25])[CH3:24], predict the reactants needed to synthesize it. The reactants are: Br[C:2]1[C:3]([CH2:21][O:22][Si:23]([C:26]([CH3:29])([CH3:28])[CH3:27])([CH3:25])[CH3:24])=[C:4]([N:8]2[CH:12]=[CH:11][N:10]([C:13]3[CH:18]=[CH:17][C:16]([CH3:19])=[CH:15][CH:14]=3)[C:9]2=[O:20])[CH:5]=[CH:6][CH:7]=1.[CH3:30][C:31]1([CH3:47])[C:35]([CH3:37])([CH3:36])[O:34][B:33]([B:33]2[O:34][C:35]([CH3:37])([CH3:36])[C:31]([CH3:47])([CH3:30])[O:32]2)[O:32]1.CC([O-])=O.[K+]. (8) Given the product [Br:18][C:19]1[C:20]([NH:12][CH2:11][CH2:10][O:9][CH3:8])=[N:21][CH:22]=[C:23]([N+:25]([O-:27])=[O:26])[CH:24]=1, predict the reactants needed to synthesize it. The reactants are: C(N(CC)CC)C.[CH3:8][O:9][CH2:10][CH2:11][NH2:12].O1CCCC1.[Br:18][C:19]1[C:20](Cl)=[N:21][CH:22]=[C:23]([N+:25]([O-:27])=[O:26])[CH:24]=1.